The task is: Predict the product of the given reaction.. This data is from Forward reaction prediction with 1.9M reactions from USPTO patents (1976-2016). (1) Given the reactants [Br:1][C:2]1[C:14]([CH3:15])=[CH:13][C:5]([O:6][CH2:7][CH2:8][C:9]([O:11]C)=O)=[CH:4][C:3]=1[CH3:16].[CH2:17]([Mg]Br)[CH3:18], predict the reaction product. The product is: [Br:1][C:2]1[C:3]([CH3:16])=[CH:4][C:5]([O:6][CH2:7][CH2:8][C:9]2([OH:11])[CH2:18][CH2:17]2)=[CH:13][C:14]=1[CH3:15]. (2) Given the reactants [Cl:1][CH:2]([Cl:6])[C:3](Cl)=[O:4].C(=O)(O)[O-].[Na+].[NH2:12][C:13]1[N:18]=[CH:17][C:16]([Cl:19])=[CH:15][N:14]=1, predict the reaction product. The product is: [Cl:1][CH:2]([Cl:6])[C:3]([NH:12][C:13]1[N:18]=[CH:17][C:16]([Cl:19])=[CH:15][N:14]=1)=[O:4]. (3) Given the reactants [OH:1][CH:2]1[CH2:7][CH2:6][N:5]([C:8](=[O:10])[CH3:9])[CH2:4][CH2:3]1.[H-].[Na+].[Br:13][C:14]1[CH:15]=[N:16][CH:17]=[C:18]([CH2:21]Br)[C:19]=1[Cl:20].[NH4+].[Cl-], predict the reaction product. The product is: [Br:13][C:14]1[C:19]([Cl:20])=[C:18]([CH2:21][O:1][CH:2]2[CH2:7][CH2:6][N:5]([C:8](=[O:10])[CH3:9])[CH2:4][CH2:3]2)[CH:17]=[N:16][CH:15]=1. (4) Given the reactants F[C:2]1[CH:9]=[CH:8][C:7]([F:10])=[CH:6][C:3]=1[C:4]#[N:5].[CH3:11][S:12]([NH2:15])(=[O:14])=[O:13].C(=O)([O-])[O-].[K+].[K+].Cl, predict the reaction product. The product is: [C:4]([C:3]1[CH:6]=[C:7]([F:10])[CH:8]=[CH:9][C:2]=1[NH:15][S:12]([CH3:11])(=[O:14])=[O:13])#[N:5]. (5) Given the reactants Cl[C:2]1[N:7]=[CH:6][N:5]=[C:4]([O:8][C:9]2[C:14]3[N:15]=[C:16]([NH2:18])[S:17][C:13]=3[CH:12]=[CH:11][CH:10]=2)[CH:3]=1.C([O-])([O-])=O.[K+].[K+].Cl.[F:26][C:27]([F:35])([F:34])[CH:28]1[CH2:33][CH2:32][NH:31][CH2:30][CH2:29]1.O, predict the reaction product. The product is: [F:26][C:27]([F:35])([F:34])[CH:28]1[CH2:33][CH2:32][N:31]([C:2]2[N:7]=[CH:6][N:5]=[C:4]([O:8][C:9]3[C:14]4[N:15]=[C:16]([NH2:18])[S:17][C:13]=4[CH:12]=[CH:11][CH:10]=3)[CH:3]=2)[CH2:30][CH2:29]1.